From a dataset of Reaction yield outcomes from USPTO patents with 853,638 reactions. Predict the reaction yield, written as a fraction of the theoretical maximum amount of product (1.0 means a 100% yield; for example, 0.34 means a 34% yield). (1) The yield is 1.00. The reactants are Cl[C:2]1[CH:7]=[C:6]([O:8][C:9]2[C:10]([CH:17]3[CH2:22][CH2:21][O:20][CH2:19][CH2:18]3)=[N:11][N:12]([CH:14]3[CH2:16][CH2:15]3)[CH:13]=2)[CH:5]=[CH:4][N:3]=1.[NH2:23][C:24]1[CH:31]=[CH:30][C:27]([C:28]#[N:29])=[CH:26][CH:25]=1.C(=O)([O-])[O-].[Cs+].[Cs+].C1(P(C2C=CC=CC=2)C2C3OC4C(=CC=CC=4P(C4C=CC=CC=4)C4C=CC=CC=4)C(C)(C)C=3C=CC=2)C=CC=CC=1. The catalyst is O1CCOCC1.C([O-])(=O)C.[Pd+2].C([O-])(=O)C. The product is [CH:14]1([N:12]2[CH:13]=[C:9]([O:8][C:6]3[CH:5]=[CH:4][N:3]=[C:2]([NH:23][C:24]4[CH:31]=[CH:30][C:27]([C:28]#[N:29])=[CH:26][CH:25]=4)[CH:7]=3)[C:10]([CH:17]3[CH2:22][CH2:21][O:20][CH2:19][CH2:18]3)=[N:11]2)[CH2:16][CH2:15]1. (2) The reactants are Cl.Cl.Cl.[F:4][C:5]1[CH:6]=[C:7]([C:12]2[N:13]=[C:14]([CH:22]3[CH2:27][CH2:26][NH:25][CH2:24][CH2:23]3)[N:15]([CH:17](N(C)C)[CH3:18])[CH:16]=2)[CH:8]=[CH:9][C:10]=1[F:11].Cl[C:29]1[N:37]=[CH:36][N:35]=[C:34]2[C:30]=1[N:31]([CH3:39])[C:32](=[O:38])[NH:33]2.C[CH2:41][N:42](C(C)C)[CH:43](C)C. The catalyst is CN1C(=O)CCC1. The product is [F:4][C:5]1[CH:6]=[C:7]([C:12]2[N:13]=[C:14]([CH:22]3[CH2:23][CH2:24][N:25]([C:29]4[N:37]=[CH:36][N:35]=[C:34]5[C:30]=4[N:31]([CH3:39])[C:32](=[O:38])[NH:33]5)[CH2:26][CH2:27]3)[N:15]([CH2:17][CH2:18][N:42]([CH3:43])[CH3:41])[CH:16]=2)[CH:8]=[CH:9][C:10]=1[F:11]. The yield is 0.0930.